Dataset: Full USPTO retrosynthesis dataset with 1.9M reactions from patents (1976-2016). Task: Predict the reactants needed to synthesize the given product. (1) Given the product [N:1]1([C:7]([O:9][C:10]([CH3:13])([CH3:12])[CH3:11])=[O:8])[CH2:6][CH2:5][N:4]([C:14]([O:15][CH2:16][C:17]([NH:19][CH3:20])=[O:18])=[O:21])[CH2:3][CH2:2]1, predict the reactants needed to synthesize it. The reactants are: [N:1]1([C:7]([O:9][C:10]([CH3:13])([CH3:12])[CH3:11])=[O:8])[CH2:6][CH2:5][NH:4][CH2:3][CH2:2]1.[C:14](=O)([O:21]C1C=CC([N+]([O-])=O)=CC=1)[O:15][CH2:16][C:17]([NH:19][CH3:20])=[O:18]. (2) Given the product [CH2:13]([C:1]1([C:4]2[CH:5]=[CH:6][C:7]([CH:8]=[O:9])=[CH:10][CH:11]=2)[CH2:2][CH2:3]1)[CH3:14], predict the reactants needed to synthesize it. The reactants are: [CH:1]1([C:4]2[CH:11]=[CH:10][C:7]([CH:8]=[O:9])=[CH:6][CH:5]=2)[CH2:3][CH2:2]1.Br[C:13]1C=CC(C2(CC)CC2)=C[CH:14]=1.[Li]CCCC.CN(C=O)C. (3) The reactants are: [Cl:1][C:2]1[CH:3]=[C:4]([NH:9][C:10]([N:12]2[C@@H:17]([CH3:18])[CH2:16][N:15]3[N:19]=[CH:20][C:21]([N:22]4[C:26](=[O:27])[CH2:25][CH:24]([C:28]([OH:30])=O)[CH2:23]4)=[C:14]3[CH2:13]2)=[O:11])[CH:5]=[CH:6][C:7]=1[F:8].Cl.CN.O[N:35]1[C:39]2C=CC=CC=2N=N1.C(N(C(C)C)CC)(C)C. Given the product [Cl:1][C:2]1[CH:3]=[C:4]([NH:9][C:10]([N:12]2[C@@H:17]([CH3:18])[CH2:16][N:15]3[N:19]=[CH:20][C:21]([N:22]4[CH2:23][CH:24]([C:28](=[O:30])[NH:35][CH3:39])[CH2:25][C:26]4=[O:27])=[C:14]3[CH2:13]2)=[O:11])[CH:5]=[CH:6][C:7]=1[F:8], predict the reactants needed to synthesize it. (4) Given the product [CH2:41]([O:40][C:39]([NH:38][CH:35]1[C:8]2[C:7](=[CH:17][CH:16]=[C:10]([C:11]([O:13][CH2:14][CH3:15])=[O:12])[CH:9]=2)[NH:6][CH:4]([CH:1]2[CH2:2][CH2:3]2)[CH:36]1[CH3:37])=[O:48])[C:42]1[CH:47]=[CH:46][CH:45]=[CH:44][CH:43]=1, predict the reactants needed to synthesize it. The reactants are: [CH:1]1([CH:4]=O)[CH2:3][CH2:2]1.[NH2:6][C:7]1[CH:17]=[CH:16][C:10]([C:11]([O:13][CH2:14][CH3:15])=[O:12])=[CH:9][CH:8]=1.P(O)(OC1C=CC=CC=1)(OC1C=CC=CC=1)=O.[CH:35](/[NH:38][C:39](=[O:48])[O:40][CH2:41][C:42]1[CH:47]=[CH:46][CH:45]=[CH:44][CH:43]=1)=[CH:36]\[CH3:37]. (5) Given the product [Br:1][C:2]1[CH:7]=[CH:6][C:5]([Br:8])=[C:4]2[C:3]=1[CH2:13][CH:14]([CH3:18])[C:15]2=[O:16], predict the reactants needed to synthesize it. The reactants are: [Br:1][C:2]1[CH:7]=[CH:6][C:5]([Br:8])=[CH:4][CH:3]=1.[Cl-].[Cl-].[Cl-].[Al+3].[CH3:13][C:14](=[CH2:18])[C:15](Cl)=[O:16]. (6) The reactants are: C(O[C:4]([C:6]1([CH2:12][CH2:13]OC)[CH2:11][CH2:10][NH:9][CH2:8][CH2:7]1)=[O:5])C.[Cl:16][C:17]1[CH:22]=[CH:21][CH:20]=[CH:19][C:18]=1[S:23](Cl)(=[O:25])=[O:24].[F:27][C:28]([F:40])([F:39])[CH:29]([CH3:38])[O:30][C:31]1[N:36]=[CH:35][C:34]([NH2:37])=[CH:33][CH:32]=1. Given the product [Cl:16][C:17]1[CH:22]=[CH:21][CH:20]=[CH:19][C:18]=1[S:23]([N:9]1[CH2:8][CH2:7][C:6]2([C:4](=[O:5])[N:37]([C:34]3[CH:35]=[N:36][C:31]([O:30][CH:29]([CH3:38])[C:28]([F:40])([F:27])[F:39])=[CH:32][CH:33]=3)[CH2:13][CH2:12]2)[CH2:11][CH2:10]1)(=[O:25])=[O:24], predict the reactants needed to synthesize it. (7) Given the product [CH2:12]([N:16]1[CH2:3][CH:2]([C:1]([O:10][CH3:11])=[O:9])[CH2:4][C:5]1=[O:6])[CH:13]([CH3:15])[CH3:14], predict the reactants needed to synthesize it. The reactants are: [C:1]([O:10][CH3:11])(=[O:9])[C:2]([CH2:4][C:5](OC)=[O:6])=[CH2:3].[CH2:12]([NH2:16])[CH:13]([CH3:15])[CH3:14]. (8) Given the product [CH3:25][C:26]([CH3:27])=[CH:21][C:2]1[CH:3]=[C:4]([CH:9]=[CH:10][C:11]=1[O:12][CH:13]1[CH2:18][CH2:17][CH2:16][CH2:15][O:14]1)[C:5]([O:7][CH3:8])=[O:6], predict the reactants needed to synthesize it. The reactants are: Br[C:2]1[CH:3]=[C:4]([CH:9]=[CH:10][C:11]=1[O:12][CH:13]1[CH2:18][CH2:17][CH2:16][CH2:15][O:14]1)[C:5]([O:7][CH3:8])=[O:6].CO[C:21]1C=CC=[C:25](OC)[C:26]=1[C:27]1C=CC=CC=1P(C1CCCCC1)C1CCCCC1.P([O-])([O-])([O-])=O.[K+].[K+].[K+].CN(C=O)C.O.